Dataset: Reaction yield outcomes from USPTO patents with 853,638 reactions. Task: Predict the reaction yield, written as a fraction of the theoretical maximum amount of product (1.0 means a 100% yield; for example, 0.34 means a 34% yield). The reactants are [CH3:1][O:2][CH2:3][C:4]1[C:8]([CH:9]=[O:10])=[CH:7][N:6]([C:11]2[CH:16]=[CH:15][CH:14]=[C:13]([C:17]([F:20])([F:19])[F:18])[N:12]=2)[N:5]=1.[CH:21]1([Mg]Br)[CH2:26][CH2:25][CH2:24][CH2:23][CH2:22]1. The catalyst is O1CCCC1. The product is [CH:21]1([CH:9]([C:8]2[C:4]([CH2:3][O:2][CH3:1])=[N:5][N:6]([C:11]3[CH:16]=[CH:15][CH:14]=[C:13]([C:17]([F:20])([F:18])[F:19])[N:12]=3)[CH:7]=2)[OH:10])[CH2:26][CH2:25][CH2:24][CH2:23][CH2:22]1. The yield is 0.670.